From a dataset of Cav3 T-type calcium channel HTS with 100,875 compounds. Binary Classification. Given a drug SMILES string, predict its activity (active/inactive) in a high-throughput screening assay against a specified biological target. (1) The result is 0 (inactive). The molecule is FC(F)(F)c1cc(CNC(=O)c2cc3nn(c(OC)c3cc2)C)cc(c1)C(F)(F)F. (2) The drug is O(c1ccc(CNn2cnnc2)cc1)Cc1ccccc1. The result is 0 (inactive). (3) The drug is O=c1n(CCC=2CCCCC2)cnc2c1[nH]c1c2cccc1. The result is 0 (inactive). (4) The drug is S(=O)(=O)(N(c1nonc1C)C)c1ccc(cc1)C. The result is 0 (inactive). (5) The molecule is S(Cc1[nH]c(Nc2nc3c(c(n2)C)cc(OCC)cc3)nc(=O)c1)c1n(nnn1)c1ccccc1. The result is 0 (inactive).